From a dataset of Reaction yield outcomes from USPTO patents with 853,638 reactions. Predict the reaction yield, written as a fraction of the theoretical maximum amount of product (1.0 means a 100% yield; for example, 0.34 means a 34% yield). (1) The reactants are [C:1]([O:5][C:6](=[O:23])[NH:7][CH2:8][CH2:9][C:10]1[CH:15]=[CH:14][CH:13]=[C:12]([C:16]2[S:17][C:18]([CH:21]=O)=[CH:19][CH:20]=2)[CH:11]=1)([CH3:4])([CH3:3])[CH3:2].[S:24]1[CH2:28][C:27](=[O:29])[NH:26][C:25]1=[O:30].C([O-])(=O)C.[NH2+]1CCCCC1. The catalyst is C1(C)C=CC=CC=1. The product is [O:30]=[C:25]1[NH:26][C:27](=[O:29])[C:28](=[CH:21][C:18]2[S:17][C:16]([C:12]3[CH:11]=[C:10]([CH:15]=[CH:14][CH:13]=3)[CH2:9][CH2:8][NH:7][C:6](=[O:23])[O:5][C:1]([CH3:4])([CH3:3])[CH3:2])=[CH:20][CH:19]=2)[S:24]1. The yield is 0.760. (2) The reactants are Br[C:2]1[C:3](=[O:15])[C:4]([CH3:14])([CH3:13])[O:5][C:6]=1[C:7]1[CH:12]=[CH:11][N:10]=[CH:9][CH:8]=1.[CH3:16][C:17]1[CH:18]=[CH:19][C:20]([CH2:23][O:24][C:25]2[CH:30]=[CH:29][C:28](B3OC(C)(C)C(C)(C)O3)=[CH:27][CH:26]=2)=[N:21][CH:22]=1.C([O-])([O-])=O.[Cs+].[Cs+]. The catalyst is C1(C)C=CC=CC=1.O.C1C=CC(P(C2C=CC=CC=2)[C-]2C=CC=C2)=CC=1.C1C=CC(P(C2C=CC=CC=2)[C-]2C=CC=C2)=CC=1.Cl[Pd]Cl.[Fe+2]. The product is [CH3:13][C:4]1([CH3:14])[C:3](=[O:15])[C:2]([C:28]2[CH:27]=[CH:26][C:25]([O:24][CH2:23][C:20]3[CH:19]=[CH:18][C:17]([CH3:16])=[CH:22][N:21]=3)=[CH:30][CH:29]=2)=[C:6]([C:7]2[CH:12]=[CH:11][N:10]=[CH:9][CH:8]=2)[O:5]1. The yield is 0.480. (3) The reactants are [N+:1]([C:4]1[CH:5]=[C:6]([OH:10])[CH:7]=[CH:8][CH:9]=1)([O-:3])=[O:2].[Br:11][CH2:12][CH2:13][CH2:14][CH2:15][CH2:16]Br.C(=O)([O-])[O-].[K+].[K+]. The catalyst is CN1CCCC1=O. The product is [Br:11][CH2:12][CH2:13][CH2:14][CH2:15][CH2:16][O:10][C:6]1[CH:7]=[CH:8][CH:9]=[C:4]([N+:1]([O-:3])=[O:2])[CH:5]=1. The yield is 0.590. (4) The reactants are [CH2:1]([C@H:8]([NH:31][C:32](=[O:38])[O:33][C:34](C)([CH3:36])[CH3:35])[C@@H:9]([OH:30])[CH:10]([NH:18][S:19]([C:22]1[CH:27]=[CH:26][C:25]([O:28][CH3:29])=[CH:24][CH:23]=1)(=[O:21])=[O:20])[O:11][CH:12]1[CH2:17][CH2:16][CH2:15][CH2:14][CH2:13]1)[C:2]1[CH:7]=[CH:6][CH:5]=[CH:4][CH:3]=1.[C:39](=O)([O:49]C1C=CC([N+]([O-])=O)=CC=1)[O:40][C@H:41]1[O:49][C@H:39]2[O:40][CH2:41][CH2:42][C@H]2[CH2:42]1.C(N(C(C)C)CC)(C)C.C(#N)C. The catalyst is FC(F)(F)C(O)=O. The product is [CH2:1]([C@H:8]([NH:31][C:32](=[O:38])[O:33][C@@H:34]1[C@H:35]2[C@H:39]([O:40][CH2:41][CH2:42]2)[O:49][CH2:36]1)[C@@H:9]([OH:30])[CH:10]([NH:18][S:19]([C:22]1[CH:27]=[CH:26][C:25]([O:28][CH3:29])=[CH:24][CH:23]=1)(=[O:21])=[O:20])[O:11][CH:12]1[CH2:17][CH2:16][CH2:15][CH2:14][CH2:13]1)[C:2]1[CH:7]=[CH:6][CH:5]=[CH:4][CH:3]=1. The yield is 0.270. (5) The reactants are [Br:1][C:2]1[N:24]=[C:5]2[CH:6]=[C:7]([NH:10][C:11]([C:13]3[N:17]([CH3:18])[N:16]=[CH:15][C:14]=3[C:19]([O:21]CC)=[O:20])=[O:12])[CH:8]=[CH:9][N:4]2[N:3]=1.O.[OH-].[Li+]. The catalyst is O. The product is [Br:1][C:2]1[N:24]=[C:5]2[CH:6]=[C:7]([NH:10][C:11]([C:13]3[N:17]([CH3:18])[N:16]=[CH:15][C:14]=3[C:19]([OH:21])=[O:20])=[O:12])[CH:8]=[CH:9][N:4]2[N:3]=1. The yield is 0.834. (6) The reactants are C([N-]C(C)C)(C)C.[Li+].[F:9][C:10]1[CH:15]=[CH:14][C:13]([CH2:16][C:17]([O:19][CH3:20])=[O:18])=[CH:12][CH:11]=1.[CH3:21][S:22][C:23]1[N:28]=[C:27]([CH:29]=[O:30])[CH:26]=[CH:25][N:24]=1. The catalyst is C1COCC1. The product is [CH3:20][O:19][C:17](=[O:18])[CH:16]([C:13]1[CH:12]=[CH:11][C:10]([F:9])=[CH:15][CH:14]=1)[CH:29]([C:27]1[CH:26]=[CH:25][N:24]=[C:23]([S:22][CH3:21])[N:28]=1)[OH:30]. The yield is 0.760.